From a dataset of Reaction yield outcomes from USPTO patents with 853,638 reactions. Predict the reaction yield, written as a fraction of the theoretical maximum amount of product (1.0 means a 100% yield; for example, 0.34 means a 34% yield). (1) The reactants are C1C=CC(C2C=CC=CC=2)=CC=1.C1C=CC(OC2C=CC=CC=2)=CC=1.[Br:26][C:27]1[CH:32]=[CH:31][C:30]([NH:33][CH:34]=[C:35]([C:40]([CH:42]2[CH2:44][CH2:43]2)=[O:41])[C:36]([O:38]C)=O)=[CH:29][C:28]=1[F:45]. No catalyst specified. The product is [Br:26][C:27]1[CH:32]=[C:31]2[C:30](=[CH:29][C:28]=1[F:45])[N:33]=[CH:34][C:35]([C:40]([CH:42]1[CH2:44][CH2:43]1)=[O:41])=[C:36]2[OH:38]. The yield is 0.790. (2) The reactants are C([O:8][C:9]([C:11]1[CH:16]=[CH:15][C:14]([C:17]2[CH:22]=[CH:21][C:20]([O:23][CH2:24][C:25]3[CH:30]=[CH:29][CH:28]=[CH:27][CH:26]=3)=[CH:19][CH:18]=2)=[CH:13][CH:12]=1)=[O:10])C1C=CC=CC=1.[OH-].[Na+].Cl. The catalyst is O1CCCC1. The product is [CH2:24]([O:23][C:20]1[CH:21]=[CH:22][C:17]([C:14]2[CH:13]=[CH:12][C:11]([C:9]([OH:10])=[O:8])=[CH:16][CH:15]=2)=[CH:18][CH:19]=1)[C:25]1[CH:26]=[CH:27][CH:28]=[CH:29][CH:30]=1. The yield is 0.650. (3) The reactants are [O:1]=[C:2]1[C:11]2[C:6](=[CH:7][CH:8]=[C:9]([C:12]([OH:14])=O)[CH:10]=2)[CH:5]=[CH:4][N:3]1[CH2:15][C:16]1[CH:21]=[CH:20][C:19]([C:22]2[N:23]=[N:24][NH:25][N:26]=2)=[CH:18][CH:17]=1.[CH2:27]([NH2:33])[C:28]1[O:32][CH:31]=[CH:30][CH:29]=1. No catalyst specified. The product is [O:32]1[CH:31]=[CH:30][CH:29]=[C:28]1[CH2:27][NH:33][C:12]([C:9]1[CH:10]=[C:11]2[C:6]([CH:5]=[CH:4][N:3]([CH2:15][C:16]3[CH:21]=[CH:20][C:19]([C:22]4[N:23]=[N:24][NH:25][N:26]=4)=[CH:18][CH:17]=3)[C:2]2=[O:1])=[CH:7][CH:8]=1)=[O:14]. The yield is 0.740. (4) The reactants are [CH3:1][C:2]1([CH3:42])[CH2:13][C:12]2[CH:11]=[C:10]3[N:5]([CH2:6][CH2:7][N:8]([C:15]4[CH:16]=[N:17][CH:18]=[C:19]([C:23]5[CH:28]=[C:27]([NH:29][C:30]6[CH:39]=[C:33]7[CH2:34][N:35]([CH3:38])[CH2:36][CH2:37][N:32]7[N:31]=6)[C:26](=[O:40])[N:25]([CH3:41])[CH:24]=5)[C:20]=4[CH:21]=[O:22])[C:9]3=[O:14])[C:4]=2[CH2:3]1.[BH4-].[Na+]. The catalyst is CO. The product is [OH:22][CH2:21][C:20]1[C:15]([N:8]2[CH2:7][CH2:6][N:5]3[C:4]4[CH2:3][C:2]([CH3:1])([CH3:42])[CH2:13][C:12]=4[CH:11]=[C:10]3[C:9]2=[O:14])=[CH:16][N:17]=[CH:18][C:19]=1[C:23]1[CH:28]=[C:27]([NH:29][C:30]2[CH:39]=[C:33]3[CH2:34][N:35]([CH3:38])[CH2:36][CH2:37][N:32]3[N:31]=2)[C:26](=[O:40])[N:25]([CH3:41])[CH:24]=1. The yield is 0.250.